Task: Predict the reaction yield, written as a fraction of the theoretical maximum amount of product (1.0 means a 100% yield; for example, 0.34 means a 34% yield).. Dataset: Reaction yield outcomes from USPTO patents with 853,638 reactions (1) The reactants are [F:1][C:2]([F:19])([F:18])[CH2:3][CH2:4][O:5][C:6]1[CH:7]=[CH:8][C:9]2[N:10]([C:12]([C:15]([OH:17])=O)=[CH:13][N:14]=2)[N:11]=1.C(Cl)(=O)C(Cl)=O.[NH2:26][C:27]1[CH:28]=[N:29][CH:30]=[CH:31][CH:32]=1.CCN(C(C)C)C(C)C. The catalyst is C(Cl)Cl.CN(C=O)C. The product is [N:29]1[CH:30]=[CH:31][CH:32]=[C:27]([NH:26][C:15]([C:12]2[N:10]3[N:11]=[C:6]([O:5][CH2:4][CH2:3][C:2]([F:1])([F:19])[F:18])[CH:7]=[CH:8][C:9]3=[N:14][CH:13]=2)=[O:17])[CH:28]=1. The yield is 0.470. (2) The reactants are [C:1]([O:5][C:6]([N:8]1[CH2:12][CH2:11][CH:10]([C:13](=[O:15])[NH2:14])[CH2:9]1)=[O:7])([CH3:4])([CH3:3])[CH3:2].Br[C:17]1[CH:22]=[CH:21][C:20]([N:23]2[CH:28]=[CH:27][C:26]3[CH:29]=[C:30]([C:32]4[CH:37]=[CH:36][C:35]([Cl:38])=[CH:34][CH:33]=4)[S:31][C:25]=3[C:24]2=[O:39])=[CH:19][CH:18]=1.C([O-])([O-])=O.[Cs+].[Cs+].CNCCNC. The catalyst is C(Cl)Cl.[Cu]I.O1CCOCC1. The product is [C:1]([O:5][C:6]([N:8]1[CH2:12][CH2:11][CH:10]([C:13](=[O:15])[NH:14][C:17]2[CH:18]=[CH:19][C:20]([N:23]3[CH:28]=[CH:27][C:26]4[CH:29]=[C:30]([C:32]5[CH:33]=[CH:34][C:35]([Cl:38])=[CH:36][CH:37]=5)[S:31][C:25]=4[C:24]3=[O:39])=[CH:21][CH:22]=2)[CH2:9]1)=[O:7])([CH3:4])([CH3:2])[CH3:3]. The yield is 0.430. (3) The catalyst is CO. The yield is 0.330. The product is [Cl:29][C:28]1[N:14]2[CH:15]=[C:16]([C:23]3[CH:27]=[CH:26][O:25][CH:24]=3)[CH:17]=[C:18]([C:19]([F:21])([F:22])[F:20])[C:13]2=[N:12][C:11]=1[C:9]([N:6]1[CH2:7][CH2:8][CH:3]([NH:2][CH2:33][CH:30]2[CH2:32][CH2:31]2)[CH2:4][CH2:5]1)=[O:10]. The reactants are [BH4-].[NH2:2][CH:3]1[CH2:8][CH2:7][N:6]([C:9]([C:11]2[N:12]=[C:13]3[C:18]([C:19]([F:22])([F:21])[F:20])=[CH:17][C:16]([C:23]4[CH:27]=[CH:26][O:25][CH:24]=4)=[CH:15][N:14]3[C:28]=2[Cl:29])=[O:10])[CH2:5][CH2:4]1.[CH:30]1([CH:33]=O)[CH2:32][CH2:31]1. (4) The reactants are C(O[C:6]([N:8]1[CH2:13][CH2:12][N:11]([C:14]2[C:15]3[NH:22][CH:21]=[CH:20][C:16]=3[N:17]=[CH:18][N:19]=2)[CH2:10][CH2:9]1)=[O:7])(C)(C)C.Cl.[NH:24]([C:37]([O:39][C:40]([CH3:43])([CH3:42])[CH3:41])=[O:38])[C@@H:25](C(O)=O)[CH2:26][C:27]1[CH:32]=[CH:31][C:30]([Cl:33])=[CH:29][CH:28]=1.C1C=CC2N(O)N=NC=2C=1.CCN=C=NCCCN(C)C. The catalyst is C(Cl)Cl.O1CCOCC1. The product is [C:40]([O:39][C:37](=[O:38])[NH:24][CH:25]([CH2:26][C:27]1[CH:32]=[CH:31][C:30]([Cl:33])=[CH:29][CH:28]=1)[C:6](=[O:7])[N:8]1[CH2:9][CH2:10][N:11]([C:14]2[C:15]3[NH:22][CH:21]=[CH:20][C:16]=3[N:17]=[CH:18][N:19]=2)[CH2:12][CH2:13]1)([CH3:43])([CH3:41])[CH3:42]. The yield is 0.440. (5) The reactants are [S:1]1[CH:5]=[CH:4][N:3]=[C:2]1[CH:6]=[CH:7][C:8]([OH:10])=[O:9]. The catalyst is C(O)C.[Pd]. The product is [S:1]1[CH:5]=[CH:4][N:3]=[C:2]1[CH2:6][CH2:7][C:8]([OH:10])=[O:9]. The yield is 0.940.